From a dataset of Reaction yield outcomes from USPTO patents with 853,638 reactions. Predict the reaction yield, written as a fraction of the theoretical maximum amount of product (1.0 means a 100% yield; for example, 0.34 means a 34% yield). (1) The reactants are [C:1]([O:4][CH2:5][C:6]1[CH:7]=[CH:8][C:9]([CH2:13][C:14]2[CH:19]=[CH:18][C:17]([O:20][CH3:21])=[CH:16][CH:15]=2)=[C:10]([OH:12])[CH:11]=1)(=[O:3])[CH3:2].[CH2:22](Br)[C:23]1[CH:28]=[CH:27][CH:26]=[CH:25][CH:24]=1.C(=O)([O-])[O-].[K+].[K+].O. The catalyst is CN(C)C=O.C(OCC)(=O)C. The product is [C:1]([O:4][CH2:5][C:6]1[CH:7]=[CH:8][C:9]([CH2:13][C:14]2[CH:15]=[CH:16][C:17]([O:20][CH3:21])=[CH:18][CH:19]=2)=[C:10]([O:12][CH2:22][C:23]2[CH:28]=[CH:27][CH:26]=[CH:25][CH:24]=2)[CH:11]=1)(=[O:3])[CH3:2]. The yield is 1.00. (2) The reactants are Cl[C:2]1[CH:7]=[CH:6][CH:5]=[C:4]([O:8][CH3:9])[N:3]=1.[NH:10]1[CH2:14][CH2:13][C@H:12]([OH:15])[CH2:11]1.[OH-].[K+]. The catalyst is O1CCCC1.CO.C1C=CC(/C=C/C(/C=C/C2C=CC=CC=2)=O)=CC=1.C1C=CC(/C=C/C(/C=C/C2C=CC=CC=2)=O)=CC=1.C1C=CC(/C=C/C(/C=C/C2C=CC=CC=2)=O)=CC=1.[Pd].[Pd].CC(P(C(C)(C)C)C1N(C2C(C3C=CC=CC=3)=NN(C3C=CC=CC=3)C=2C2C=CC=CC=2)N=CC=1)(C)C. The product is [CH3:9][O:8][C:4]1[N:3]=[C:2]([N:10]2[CH2:14][CH2:13][C@H:12]([OH:15])[CH2:11]2)[CH:7]=[CH:6][CH:5]=1. The yield is 0.620. (3) The reactants are C([O:3][C:4](=O)[CH2:5][CH2:6][N:7]1[CH:11]([CH3:12])[C:10]2[CH:13]=[C:14]([C:17]3[CH:22]=[CH:21][C:20]([C:23]4[C:31]5[C:26](=[CH:27][C:28]([F:32])=[CH:29][CH:30]=5)[N:25](C(OC(C)(C)C)=O)[CH:24]=4)=[CH:19][CH:18]=3)[CH:15]=[CH:16][C:9]=2[S:8]1(=[O:41])=[O:40])C.[CH3:43][NH2:44].CCO. No catalyst specified. The product is [F:32][C:28]1[CH:27]=[C:26]2[C:31]([C:23]([C:20]3[CH:19]=[CH:18][C:17]([C:14]4[CH:15]=[CH:16][C:9]5[S:8](=[O:40])(=[O:41])[N:7]([CH2:6][CH2:5][C:4]([NH:44][CH3:43])=[O:3])[CH:11]([CH3:12])[C:10]=5[CH:13]=4)=[CH:22][CH:21]=3)=[CH:24][NH:25]2)=[CH:30][CH:29]=1. The yield is 0.580. (4) The reactants are C(OC([NH:8][CH2:9][C:10]1[N:11]([CH2:30][CH:31]([CH3:33])[CH3:32])[C:12](=[O:29])[C:13]2[C:18]([C:19]=1[C:20]1[S:21][CH:22]=[CH:23][CH:24]=1)=[CH:17][C:16]([C:25]([O:27][CH3:28])=[O:26])=[CH:15][CH:14]=2)=O)(C)(C)C.[ClH:34]. The catalyst is C(OCC)(=O)C. The product is [ClH:34].[NH2:8][CH2:9][C:10]1[N:11]([CH2:30][CH:31]([CH3:33])[CH3:32])[C:12](=[O:29])[C:13]2[C:18]([C:19]=1[C:20]1[S:21][CH:22]=[CH:23][CH:24]=1)=[CH:17][C:16]([C:25]([O:27][CH3:28])=[O:26])=[CH:15][CH:14]=2. The yield is 0.917. (5) The reactants are C([NH:4][C@@H:5]1[C@@H:11]([OH:12])[C@H:10]([OH:13])[C@@H:9]([CH2:14][OH:15])[O:8][CH:6]1[OH:7])(=O)C.[ClH:16]. The catalyst is O. The product is [ClH:16].[OH:7][CH:6]1[O:8][C@H:9]([CH2:14][OH:15])[C@@H:10]([OH:13])[C@H:11]([OH:12])[C@H:5]1[NH2:4]. The yield is 0.860. (6) The reactants are [NH2:1][C:2]1[N:6]([CH:7]2[CH2:12]CC[N:9]([C:13]#[N:14])[CH2:8]2)[NH:5][C:4]([C:18]2[CH:23]=[CH:22][C:21]([O:24][C:25]3[CH:30]=[CH:29][CH:28]=[CH:27][CH:26]=3)=[CH:20][CH:19]=2)(C(N)=O)[CH:3]=1.NC1N(C2CNC2)N=C(C2C=CC(OC3C=CC=CC=3)=CC=2)C=1[C:54]([NH2:56])=[O:55]. No catalyst specified. The product is [NH2:1][C:2]1[N:6]([CH:7]2[CH2:12][N:9]([C:13]#[N:14])[CH2:8]2)[N:5]=[C:4]([C:18]2[CH:23]=[CH:22][C:21]([O:24][C:25]3[CH:30]=[CH:29][CH:28]=[CH:27][CH:26]=3)=[CH:20][CH:19]=2)[C:3]=1[C:54]([NH2:56])=[O:55]. The yield is 0.670. (7) The reactants are [F:1][C:2]1[C:7]([NH:8][CH2:9][C:10]2[CH:15]=[C:14]([CH3:16])[CH:13]=[C:12]([C:17]3[CH:22]=[CH:21][CH:20]=[C:19]([F:23])[CH:18]=3)[C:11]=2[F:24])=[C:6]([F:25])[CH:5]=[CH:4][C:3]=1[OH:26].C([O-])([O-])=O.[Na+].[Na+].Br[CH2:34][C:35]([O:37][CH2:38][CH3:39])=[O:36].C([O-])([O-])=O.[Cs+].[Cs+]. The catalyst is CC(=O)CC.O. The product is [F:1][C:2]1[C:7]([NH:8][CH2:9][C:10]2[CH:15]=[C:14]([CH3:16])[CH:13]=[C:12]([C:17]3[CH:22]=[CH:21][CH:20]=[C:19]([F:23])[CH:18]=3)[C:11]=2[F:24])=[C:6]([F:25])[CH:5]=[CH:4][C:3]=1[O:26][CH2:34][C:35]([O:37][CH2:38][CH3:39])=[O:36]. The yield is 0.810. (8) The product is [I:1][C:2]1[CH:3]=[N:4][N:5]([CH2:14][CH2:15][O:16][CH:17]2[CH2:22][CH2:21][CH2:20][CH2:19][O:18]2)[CH:6]=1. The reactants are [I:1][C:2]1[CH:3]=[N:4][NH:5][CH:6]=1.C([O-])([O-])=O.[Cs+].[Cs+].Br[CH2:14][CH2:15][O:16][CH:17]1[CH2:22][CH2:21][CH2:20][CH2:19][O:18]1. The catalyst is CN(C=O)C.CCOC(C)=O.O. The yield is 0.662.